From a dataset of Full USPTO retrosynthesis dataset with 1.9M reactions from patents (1976-2016). Predict the reactants needed to synthesize the given product. (1) Given the product [Cl:25][C:26]1[CH:27]=[C:28]([CH:53]=[CH:54][CH:55]=1)[O:29][C:30]1[CH:31]=[C:32]2[C:36](=[CH:37][CH:38]=1)[N:35]([CH3:39])[N:34]=[C:33]2[C:2]1[N:3]=[C:4]2[C:10]([C:11]([NH:13][CH:14]([CH3:16])[CH3:15])=[O:12])=[CH:9][N:8]([CH2:17][O:18][CH2:19][CH2:20][Si:21]([CH3:24])([CH3:23])[CH3:22])[C:5]2=[N:6][CH:7]=1, predict the reactants needed to synthesize it. The reactants are: Br[C:2]1[N:3]=[C:4]2[C:10]([C:11]([NH:13][CH:14]([CH3:16])[CH3:15])=[O:12])=[CH:9][N:8]([CH2:17][O:18][CH2:19][CH2:20][Si:21]([CH3:24])([CH3:23])[CH3:22])[C:5]2=[N:6][CH:7]=1.[Cl:25][C:26]1[CH:27]=[C:28]([CH:53]=[CH:54][CH:55]=1)[O:29][C:30]1[CH:31]=[C:32]2[C:36](=[CH:37][CH:38]=1)[N:35]([CH3:39])[N:34]=[C:33]2[Sn](CCCC)(CCCC)CCCC. (2) Given the product [ClH:68].[ClH:68].[NH2:8][C@H:9]1[CH2:14][CH2:13][C@H:12]([N:15]([C:19]2[CH:24]=[C:23]([CH2:25][CH2:26][CH2:27][C:28]([NH:30][CH2:31][C:32]3[CH:37]=[CH:36][C:35]([CH2:38][NH:39][CH2:40][C@H:41]([OH:54])[C:42]4[CH:51]=[CH:50][C:49]([OH:52])=[C:48]5[C:43]=4[CH:44]=[CH:45][C:46](=[O:53])[NH:47]5)=[CH:34][CH:33]=3)=[O:29])[CH:22]=[CH:21][C:20]=2[C:62]2[CH:67]=[CH:66][CH:65]=[CH:64][CH:63]=2)[C:16](=[O:17])[OH:18])[CH2:11][CH2:10]1, predict the reactants needed to synthesize it. The reactants are: C(OC([NH:8][C@H:9]1[CH2:14][CH2:13][C@H:12]([N:15]([C:19]2[CH:24]=[C:23]([CH2:25][CH2:26][CH2:27][C:28]([NH:30][CH2:31][C:32]3[CH:37]=[CH:36][C:35]([CH2:38][NH:39][CH2:40][C@H:41]([O:54][Si](C(C)(C)C)(C)C)[C:42]4[CH:51]=[CH:50][C:49]([OH:52])=[C:48]5[C:43]=4[CH:44]=[CH:45][C:46](=[O:53])[NH:47]5)=[CH:34][CH:33]=3)=[O:29])[CH:22]=[CH:21][C:20]=2[C:62]2[CH:67]=[CH:66][CH:65]=[CH:64][CH:63]=2)[C:16](=[O:18])[O-:17])[CH2:11][CH2:10]1)=O)(C)(C)C.[ClH:68].CN[C@H]1CC[C@H](N(C2C=C(CCCN3C4C=CC(C#N)=CC=4N=N3)C=CC=2C2C=CC=CC=2)C(=O)[O-])CC1. (3) Given the product [ClH:1].[Cl:1][C:2]1[CH:3]=[CH:4][C:5]([C:8]2[S:17][C:11]3[C:12](=[O:16])[N:13]([C:19]4[CH:24]=[CH:23][C:22]([NH:25][C:26](=[O:33])[CH2:27][N:28]5[CH2:32][CH2:31][CH2:30][CH2:29]5)=[C:21]([O:34][CH3:35])[CH:20]=4)[CH:14]=[CH:15][C:10]=3[CH:9]=2)=[CH:6][CH:7]=1, predict the reactants needed to synthesize it. The reactants are: [Cl:1][C:2]1[CH:7]=[CH:6][C:5]([C:8]2[S:17][C:11]3[C:12](=[O:16])[NH:13][CH:14]=[CH:15][C:10]=3[CH:9]=2)=[CH:4][CH:3]=1.Br[C:19]1[CH:24]=[CH:23][C:22]([NH:25][C:26](=[O:33])[CH2:27][N:28]2[CH2:32][CH2:31][CH2:30][CH2:29]2)=[C:21]([O:34][CH3:35])[CH:20]=1.C([O-])([O-])=O.[Cs+].[Cs+].CNCCNC.Cl.CCOCC. (4) Given the product [CH3:1][CH:2]([CH3:18])[CH2:3][CH:4]=[C:5]1[CH2:17][CH2:16][C:8]2([S:12][CH2:11][C@H:10]([C:13]([OH:15])=[O:14])[N:9]2[C:26](=[O:32])[CH2:27][CH2:28][CH:29]([CH3:31])[CH3:30])[CH2:7][CH2:6]1, predict the reactants needed to synthesize it. The reactants are: [CH3:1][CH:2]([CH3:18])[CH2:3][CH:4]=[C:5]1[CH2:17][CH2:16][C:8]2([S:12][CH2:11][C@H:10]([C:13]([OH:15])=[O:14])[NH:9]2)[CH2:7][CH2:6]1.C(N(CC)CC)C.[C:26](Cl)(=[O:32])[CH2:27][CH2:28][CH:29]([CH3:31])[CH3:30].Cl. (5) The reactants are: [NH:1]([C:8]1[N:9]([C:21]2[CH:26]=[CH:25][CH:24]=[CH:23][CH:22]=2)[C:10]2[C:15]([C:16](=[O:18])[CH:17]=1)=[C:14](Cl)[N:13]=[C:12]([CH3:20])[CH:11]=2)[C:2]1[CH:7]=[CH:6][CH:5]=[CH:4][CH:3]=1.[CH3:27][O:28][C:29]1[CH:34]=[CH:33][C:32](B(O)O)=[CH:31][CH:30]=1.C1C=CC(P(C2C=CC=CC=2)C2C=CC=CC=2)=CC=1.C([O-])([O-])=O.[K+].[K+]. Given the product [NH:1]([C:8]1[N:9]([C:21]2[CH:26]=[CH:25][CH:24]=[CH:23][CH:22]=2)[C:10]2[C:15]([C:16](=[O:18])[CH:17]=1)=[C:14]([C:32]1[CH:33]=[CH:34][C:29]([O:28][CH3:27])=[CH:30][CH:31]=1)[N:13]=[C:12]([CH3:20])[CH:11]=2)[C:2]1[CH:7]=[CH:6][CH:5]=[CH:4][CH:3]=1, predict the reactants needed to synthesize it. (6) Given the product [O:1]([C:8]1[CH:13]=[CH:12][CH:11]=[CH:10][C:9]=1[NH:14][C:15]([NH:17][C:18]1[CH:23]=[CH:22][CH:21]=[CH:20][N:19]=1)=[O:16])[C:2]1[CH:3]=[CH:4][CH:5]=[CH:6][CH:7]=1, predict the reactants needed to synthesize it. The reactants are: [O:1]([C:8]1[CH:13]=[CH:12][CH:11]=[CH:10][C:9]=1[N:14]=[C:15]=[O:16])[C:2]1[CH:7]=[CH:6][CH:5]=[CH:4][CH:3]=1.[NH2:17][C:18]1[CH:23]=[CH:22][CH:21]=[CH:20][N:19]=1. (7) Given the product [CH3:1][C:2]1[C:3](=[CH:7][C:8](=[CH:12][CH:13]=1)[N:9]=[C:10]=[O:11])[N:4]=[C:5]=[O:6].[CH3:14][N:15]1[CH2:19][CH2:18][CH2:17][C:16]1=[O:20], predict the reactants needed to synthesize it. The reactants are: [CH3:1][C:2]1[C:3](=[CH:7][C:8](=[CH:12][CH:13]=1)[N:9]=[C:10]=[O:11])[N:4]=[C:5]=[O:6].[CH3:14][N:15]1[CH2:19][CH2:18][CH2:17][C:16]1=[O:20]. (8) Given the product [C:1]([C:5]1[CH:6]=[C:7]([NH:20][C:21]([NH:23][CH2:24][C:25]2[CH:26]=[CH:27][C:28]([C:31]3[N:35]4[CH:36]=[CH:37][C:38]([C:40]5[CH:41]=[CH:42][C:43]([S:46]([CH3:49])(=[O:47])=[O:48])=[CH:44][CH:45]=5)=[CH:39][C:34]4=[N:33][CH:32]=3)=[CH:29][CH:30]=2)=[O:22])[N:8]([CH2:10][CH2:11][OH:12])[N:9]=1)([CH3:4])([CH3:2])[CH3:3], predict the reactants needed to synthesize it. The reactants are: [C:1]([C:5]1[CH:6]=[C:7]([NH:20][C:21]([NH:23][CH2:24][C:25]2[CH:30]=[CH:29][C:28]([C:31]3[N:35]4[CH:36]=[CH:37][C:38]([C:40]5[CH:45]=[CH:44][C:43]([S:46]([CH3:49])(=[O:48])=[O:47])=[CH:42][CH:41]=5)=[CH:39][C:34]4=[N:33][CH:32]=3)=[CH:27][CH:26]=2)=[O:22])[N:8]([CH2:10][CH2:11][O:12][Si](C(C)(C)C)(C)C)[N:9]=1)([CH3:4])([CH3:3])[CH3:2].CCCC[N+](CCCC)(CCCC)CCCC.[F-].